This data is from Reaction yield outcomes from USPTO patents with 853,638 reactions. The task is: Predict the reaction yield, written as a fraction of the theoretical maximum amount of product (1.0 means a 100% yield; for example, 0.34 means a 34% yield). (1) The reactants are [C:1]([N:3]=[C:4](OC1C=CC=CC=1)[NH:5][C:6]1[CH:7]=[CH:8][C:9]2[CH2:15][CH2:14][CH:13]([N:16]3[CH2:20][CH2:19][CH2:18][CH2:17]3)[CH2:12][CH2:11][C:10]=2[CH:21]=1)#[N:2].[NH:29]([C:31]1[N:36]=[N:35][C:34]2[C:37]3[CH:45]=[CH:44][CH:43]=[CH:42][C:38]=3[CH2:39][CH2:40][CH2:41][C:33]=2[CH:32]=1)[NH2:30]. The catalyst is CC(O)C. The product is [N:35]1[C:34]2[C:37]3[CH:45]=[CH:44][CH:43]=[CH:42][C:38]=3[CH2:39][CH2:40][CH2:41][C:33]=2[CH:32]=[C:31]([N:29]2[C:1]([NH2:2])=[N:3][C:4]([NH:5][C:6]3[CH:7]=[CH:8][C:9]4[CH2:15][CH2:14][C@@H:13]([N:16]5[CH2:17][CH2:18][CH2:19][CH2:20]5)[CH2:12][CH2:11][C:10]=4[CH:21]=3)=[N:30]2)[N:36]=1. The yield is 0.500. (2) The reactants are [C:1]([C:5]1[CH:9]=[C:8]([NH2:10])[O:7][N:6]=1)([CH3:4])([CH3:3])[CH3:2].N1C=CC=CC=1.Cl[C:18]([O:20][C:21]1[CH:26]=[CH:25][C:24]([N+:27]([O-:29])=[O:28])=[CH:23][CH:22]=1)=[O:19]. The catalyst is ClCCl. The product is [N+:27]([C:24]1[CH:23]=[CH:22][C:21]([O:20][C:18](=[O:19])[NH:10][C:8]2[O:7][N:6]=[C:5]([C:1]([CH3:4])([CH3:3])[CH3:2])[CH:9]=2)=[CH:26][CH:25]=1)([O-:29])=[O:28]. The yield is 0.410.